Dataset: Forward reaction prediction with 1.9M reactions from USPTO patents (1976-2016). Task: Predict the product of the given reaction. (1) Given the reactants [CH3:1][C:2]([NH:26]C(=O)OC(C)(C)C)([CH3:25])[C:3]([NH:5][C:6]1[CH:7]=[N:8][C:9]([O:12][C:13]2[C:14]3[CH:15]4[CH2:23][C:16]4([CH3:24])[CH2:17][O:18][C:19]=3[CH:20]=[CH:21][CH:22]=2)=[CH:10][CH:11]=1)=[O:4].C(O)(C(F)(F)F)=O, predict the reaction product. The product is: [CH3:25][C:2]([C:3]([NH:5][C:6]1[CH:7]=[N:8][C:9]([O:12][C:13]2[C:14]3[CH:15]4[CH2:23][C:16]4([CH3:24])[CH2:17][O:18][C:19]=3[CH:20]=[CH:21][CH:22]=2)=[CH:10][CH:11]=1)=[O:4])([CH3:1])[NH2:26]. (2) Given the reactants [Cl:1][C:2]1[C:7]([C:8]([F:11])([F:10])[F:9])=[CH:6][CH:5]=[CH:4][C:3]=1[C:12]1[O:13][C:14]2[C:19]([C:20](=[O:22])[CH:21]=1)=[C:18](OC)[CH:17]=[C:16]([O:25]C)[C:15]=2[C@@H:27]1[CH2:31][CH2:30][N:29]([CH3:32])[C@H:28]1[CH2:33][OH:34].Cl.N1C=CC=CC=1.C([O-])([O-])=[O:43].[Na+].[Na+], predict the reaction product. The product is: [Cl:1][C:2]1[C:7]([C:8]([F:9])([F:11])[F:10])=[CH:6][CH:5]=[CH:4][C:3]=1[C:12]1[O:13][C:14]2[C:19]([C:20](=[O:22])[CH:21]=1)=[CH:18][C:17]([OH:43])=[C:16]([OH:25])[C:15]=2[C@@H:27]1[CH2:31][CH2:30][N:29]([CH3:32])[C@H:28]1[CH2:33][OH:34]. (3) Given the reactants N(C(OC(C)C)=O)=NC(OC(C)C)=O.[CH2:15]([N:22]1[CH2:28][CH:27]([CH2:29][OH:30])[CH2:26][O:25][CH2:24][CH:23]1[CH3:31])[C:16]1[CH:21]=[CH:20][CH:19]=[CH:18][CH:17]=1.[F:32][C:33]1[CH:38]=[CH:37][C:36](O)=[CH:35][C:34]=1[CH3:40], predict the reaction product. The product is: [CH2:15]([N:22]1[CH2:28][CH:27]([CH2:29][O:30][C:36]2[CH:37]=[CH:38][C:33]([F:32])=[C:34]([CH3:40])[CH:35]=2)[CH2:26][O:25][CH2:24][CH:23]1[CH3:31])[C:16]1[CH:17]=[CH:18][CH:19]=[CH:20][CH:21]=1.